This data is from Forward reaction prediction with 1.9M reactions from USPTO patents (1976-2016). The task is: Predict the product of the given reaction. (1) Given the reactants Cl.[NH2:2][CH2:3][C:4]1[O:8][N:7]=[C:6]([C:9]2[CH:10]=[CH:11][C:12]([CH3:27])=[C:13]([NH:15][C:16]([C:18]3[N:22]4[CH:23]=[CH:24][CH:25]=[CH:26][C:21]4=[N:20][CH:19]=3)=[O:17])[CH:14]=2)[N:5]=1.[F:28][C:29]([F:40])([F:39])[C:30](O[C:30](=[O:31])[C:29]([F:40])([F:39])[F:28])=[O:31], predict the reaction product. The product is: [CH3:27][C:12]1[CH:11]=[CH:10][C:9]([C:6]2[N:5]=[C:4]([CH2:3][NH:2][C:30](=[O:31])[C:29]([F:40])([F:39])[F:28])[O:8][N:7]=2)=[CH:14][C:13]=1[NH:15][C:16]([C:18]1[N:22]2[CH:23]=[CH:24][CH:25]=[CH:26][C:21]2=[N:20][CH:19]=1)=[O:17]. (2) Given the reactants Br[C:2]1[CH:3]=[C:4]([F:30])[C:5]2[N:6]([C:8]([S:11][C:12]3[CH:13]=[C:14]4[C:19](=[CH:20][CH:21]=3)[N:18]=[CH:17][C:16]([N:22]3[CH2:26][CH2:25][C@H:24]([N:27]([CH3:29])[CH3:28])[CH2:23]3)=[CH:15]4)=[N:9][N:10]=2)[CH:7]=1.N#N.C([Sn](CCCC)(CCCC)[C:38]([O:40][CH2:41][CH3:42])=[CH2:39])CCC, predict the reaction product. The product is: [CH2:41]([O:40][C:38]([C:2]1[CH:3]=[C:4]([F:30])[C:5]2[N:6]([C:8]([S:11][C:12]3[CH:13]=[C:14]4[C:19](=[CH:20][CH:21]=3)[N:18]=[CH:17][C:16]([N:22]3[CH2:26][CH2:25][C@H:24]([N:27]([CH3:28])[CH3:29])[CH2:23]3)=[CH:15]4)=[N:9][N:10]=2)[CH:7]=1)=[CH2:39])[CH3:42]. (3) Given the reactants [C:1]([C:5]1[O:6][CH:7]=[C:8]([C:10](=[C:13]([C:15]2[C:16]([C:22]([F:25])([F:24])[F:23])=[N:17][N:18]([CH3:21])[C:19]=2[Cl:20])[OH:14])[C:11]#[N:12])[N:9]=1)([CH3:4])([CH3:3])[CH3:2].[H-].[Na+].[CH2:28]([O:30][CH2:31]Cl)[CH3:29], predict the reaction product. The product is: [C:1]([C:5]1[O:6][CH:7]=[C:8]([C:10](=[C:13]([C:15]2[C:16]([C:22]([F:23])([F:24])[F:25])=[N:17][N:18]([CH3:21])[C:19]=2[Cl:20])[O:14][CH2:31][O:30][CH2:28][CH3:29])[C:11]#[N:12])[N:9]=1)([CH3:4])([CH3:2])[CH3:3]. (4) Given the reactants C([Li])CCC.C1COCC1.[CH3:11][NH:12][CH3:13].C1COCC1.Cl[C:20]1[CH:21]=[N:22][CH:23]=[C:24]([OH:26])[CH:25]=1, predict the reaction product. The product is: [CH3:11][N:12]([CH3:13])[C:20]1[CH:21]=[N:22][CH:23]=[C:24]([OH:26])[CH:25]=1. (5) Given the reactants [NH2:1][C:2]1[CH:7]=[CH:6][C:5]([C:8]2[S:12][C:11]([C:13]([NH:16][S:17]([C:20]([F:23])([F:22])[F:21])(=[O:19])=[O:18])([CH3:15])[CH3:14])=[N:10][CH:9]=2)=[CH:4][CH:3]=1.[F:24][C:25]1[CH:30]=[C:29]([F:31])[CH:28]=[C:27]([F:32])[C:26]=1[N:33]=[C:34]=[O:35], predict the reaction product. The product is: [F:23][C:20]([F:21])([F:22])[S:17]([NH:16][C:13]([C:11]1[S:12][C:8]([C:5]2[CH:4]=[CH:3][C:2]([NH:1][C:34]([NH:33][C:26]3[C:27]([F:32])=[CH:28][C:29]([F:31])=[CH:30][C:25]=3[F:24])=[O:35])=[CH:7][CH:6]=2)=[CH:9][N:10]=1)([CH3:14])[CH3:15])(=[O:19])=[O:18]. (6) Given the reactants [CH3:1][O:2][C:3]1[CH:4]=[C:5]([CH:8]=[CH:9][C:10]=1[OH:11])[CH:6]=[O:7].C([O-])([O-])=O.[K+].[K+].Cl[CH2:19][CH2:20][O:21][CH3:22].C(OCC)(=O)C, predict the reaction product. The product is: [CH3:1][O:2][C:3]1[CH:4]=[C:5]([CH:8]=[CH:9][C:10]=1[O:11][CH2:19][CH2:20][O:21][CH3:22])[CH:6]=[O:7]. (7) Given the reactants [CH3:1][N:2]1[C:6]([C:7](=[N:14][O:15][CH2:16][C:17]2[N:22]=[C:21]([CH:23]=O)[CH:20]=[CH:19][CH:18]=2)[C:8]2[CH:13]=[CH:12][CH:11]=[CH:10][CH:9]=2)=[N:5][N:4]=[N:3]1.Cl.[NH2:26][OH:27], predict the reaction product. The product is: [OH:27][N:26]=[CH:23][C:21]1[N:22]=[C:17]([CH2:16][O:15][N:14]=[C:7]([C:6]2[N:2]([CH3:1])[N:3]=[N:4][N:5]=2)[C:8]2[CH:13]=[CH:12][CH:11]=[CH:10][CH:9]=2)[CH:18]=[CH:19][CH:20]=1.